This data is from Reaction yield outcomes from USPTO patents with 853,638 reactions. The task is: Predict the reaction yield, written as a fraction of the theoretical maximum amount of product (1.0 means a 100% yield; for example, 0.34 means a 34% yield). (1) The reactants are [F:1][C:2]([F:26])([F:25])[C@H:3]([N:12]1[CH2:16][CH2:15][C@H:14]([NH:17][C:18](=[O:24])[O:19][C:20]([CH3:23])([CH3:22])[CH3:21])[CH2:13]1)[C:4]1[CH:5]=[N:6][C:7]([NH:10][NH2:11])=[CH:8][CH:9]=1.[F:27][C:28]1[CH:29]=[C:30]2[C:35](=[C:36]([O:38][C@H:39]([CH3:43])[CH2:40][O:41][CH3:42])[CH:37]=1)[N:34]=[C:33]([CH:44]=O)[CH:32]=[CH:31]2.C(O)C.C(O)(=O)C.C(O)(=O)C.I(C1C=CC=CC=1)=O.C(=O)(O)[O-].[Na+]. The catalyst is C(OCC)(=O)C. The product is [F:26][C:2]([F:25])([F:1])[C@H:3]([N:12]1[CH2:16][CH2:15][C@H:14]([NH:17][C:18](=[O:24])[O:19][C:20]([CH3:22])([CH3:23])[CH3:21])[CH2:13]1)[C:4]1[CH:9]=[CH:8][C:7]2[N:6]([C:44]([C:33]3[CH:32]=[CH:31][C:30]4[C:35](=[C:36]([O:38][C@H:39]([CH3:43])[CH2:40][O:41][CH3:42])[CH:37]=[C:28]([F:27])[CH:29]=4)[N:34]=3)=[N:11][N:10]=2)[CH:5]=1. The yield is 0.440. (2) The reactants are Br[C:2]1[C:3]([O:12][CH3:13])=[CH:4][C:5]([O:10][CH3:11])=[C:6]([CH:9]=1)[CH:7]=[O:8].[O:14]1[CH:18]=[CH:17][CH2:16][CH2:15]1.C(=O)([O-])[O-].[Cs+].[Cs+]. The catalyst is O1CCOCC1.[Pd].O.CC(C)([P](C(C)(C)C)([Pd][P](C(C)(C)C)(C(C)(C)C)C(C)(C)C)C(C)(C)C)C. The product is [O:14]1[CH2:18][CH:17]=[CH:16][CH:15]1[C:2]1[C:3]([O:12][CH3:13])=[CH:4][C:5]([O:10][CH3:11])=[C:6]([CH:9]=1)[CH:7]=[O:8]. The yield is 0.500. (3) The reactants are [Cl:1][C:2]1[CH:7]=[C:6]([N:8]2[C:13](=[O:14])[NH:12][C:11](=[O:15])[CH:10]=[N:9]2)[CH:5]=[CH:4][C:3]=1[C:16]([C:21]1[CH:26]=[CH:25][C:24]([Cl:27])=[CH:23][CH:22]=1)([CH3:20])[C:17](Cl)=[O:18].[CH3:28][NH2:29].O.Cl. The catalyst is C(Cl)Cl. The product is [Cl:1][C:2]1[CH:7]=[C:6]([N:8]2[C:13](=[O:14])[NH:12][C:11](=[O:15])[CH:10]=[N:9]2)[CH:5]=[CH:4][C:3]=1[C:16]([C:21]1[CH:26]=[CH:25][C:24]([Cl:27])=[CH:23][CH:22]=1)([CH3:20])[C:17]([NH:29][CH3:28])=[O:18]. The yield is 0.430. (4) The reactants are Cl[C:2]1[N:7]=[C:6]([NH:8][C:9]2[CH:18]=[CH:17][CH:16]=[CH:15][C:10]=2[C:11]([NH:13][CH3:14])=[O:12])[C:5]([Cl:19])=[CH:4][N:3]=1.[NH2:20][C:21]1[CH:35]=[CH:34][C:24]2[N:25]([CH3:33])[C:26](=[O:32])[CH2:27][CH2:28][C:29]([CH3:31])([CH3:30])[C:23]=2[CH:22]=1.Cl. The catalyst is O1CCOCC1.COCCO. The product is [Cl:19][C:5]1[C:6]([NH:8][C:9]2[CH:18]=[CH:17][CH:16]=[CH:15][C:10]=2[C:11]([NH:13][CH3:14])=[O:12])=[N:7][C:2]([NH:20][C:21]2[CH:35]=[CH:34][C:24]3[N:25]([CH3:33])[C:26](=[O:32])[CH2:27][CH2:28][C:29]([CH3:31])([CH3:30])[C:23]=3[CH:22]=2)=[N:3][CH:4]=1. The yield is 0.350. (5) The reactants are C(O[C:6]([N:8]1[CH2:13][CH2:12][N:11]([C:14](OC(C)(C)C)=O)[CH2:10][CH:9]1[CH2:21][C:22](OC)=[O:23])=O)(C)(C)C.[H-].[H-].[H-].[H-].[Li+].[Al+3]. The catalyst is C1COCC1. The product is [CH3:6][N:8]1[CH2:13][CH2:12][N:11]([CH3:14])[CH2:10][CH:9]1[CH2:21][CH2:22][OH:23]. The yield is 0.650.